This data is from NCI-60 drug combinations with 297,098 pairs across 59 cell lines. The task is: Regression. Given two drug SMILES strings and cell line genomic features, predict the synergy score measuring deviation from expected non-interaction effect. (1) Drug 1: CNC(=O)C1=CC=CC=C1SC2=CC3=C(C=C2)C(=NN3)C=CC4=CC=CC=N4. Drug 2: CC1CCCC2(C(O2)CC(NC(=O)CC(C(C(=O)C(C1O)C)(C)C)O)C(=CC3=CSC(=N3)C)C)C. Cell line: BT-549. Synergy scores: CSS=2.45, Synergy_ZIP=0.650, Synergy_Bliss=2.98, Synergy_Loewe=-2.64, Synergy_HSA=0.854. (2) Drug 1: CN1CCC(CC1)COC2=C(C=C3C(=C2)N=CN=C3NC4=C(C=C(C=C4)Br)F)OC. Drug 2: C1C(C(OC1N2C=NC(=NC2=O)N)CO)O. Cell line: LOX IMVI. Synergy scores: CSS=21.2, Synergy_ZIP=-2.45, Synergy_Bliss=1.85, Synergy_Loewe=4.61, Synergy_HSA=5.27. (3) Drug 1: CN1C(=O)N2C=NC(=C2N=N1)C(=O)N. Drug 2: CNC(=O)C1=NC=CC(=C1)OC2=CC=C(C=C2)NC(=O)NC3=CC(=C(C=C3)Cl)C(F)(F)F. Cell line: EKVX. Synergy scores: CSS=-1.13, Synergy_ZIP=0.832, Synergy_Bliss=1.60, Synergy_Loewe=-1.47, Synergy_HSA=-2.74. (4) Drug 1: C1=CC(=CC=C1CC(C(=O)O)N)N(CCCl)CCCl.Cl. Drug 2: CC1CCC2CC(C(=CC=CC=CC(CC(C(=O)C(C(C(=CC(C(=O)CC(OC(=O)C3CCCCN3C(=O)C(=O)C1(O2)O)C(C)CC4CCC(C(C4)OC)O)C)C)O)OC)C)C)C)OC. Cell line: NCIH23. Synergy scores: CSS=24.6, Synergy_ZIP=-3.85, Synergy_Bliss=0.439, Synergy_Loewe=0.674, Synergy_HSA=3.29. (5) Drug 1: CC1=CC=C(C=C1)C2=CC(=NN2C3=CC=C(C=C3)S(=O)(=O)N)C(F)(F)F. Drug 2: CC1=C2C(C(=O)C3(C(CC4C(C3C(C(C2(C)C)(CC1OC(=O)C(C(C5=CC=CC=C5)NC(=O)C6=CC=CC=C6)O)O)OC(=O)C7=CC=CC=C7)(CO4)OC(=O)C)O)C)OC(=O)C. Cell line: IGROV1. Synergy scores: CSS=17.0, Synergy_ZIP=5.02, Synergy_Bliss=12.4, Synergy_Loewe=7.09, Synergy_HSA=12.8.